This data is from Catalyst prediction with 721,799 reactions and 888 catalyst types from USPTO. The task is: Predict which catalyst facilitates the given reaction. (1) Product: [OH:1][C@@H:2]1[CH2:6][NH:5][C@:4]([CH3:22])([C:14]([NH:15][C:16]2[S:17][CH:18]=[CH:19][N:20]=2)=[O:21])[CH2:3]1. Reactant: [OH:1][C@@H:2]1[CH2:6][N:5](C(OC(C)(C)C)=O)[C@:4]([CH3:22])([C:14](=[O:21])[NH:15][C:16]2[S:17][CH:18]=[CH:19][N:20]=2)[CH2:3]1.C(O)(C(F)(F)F)=O. The catalyst class is: 2. (2) Reactant: Br[C:2]1[CH:7]=[CH:6][C:5]([C:8]2[NH:12][C:11]([C@@H:13]3[CH2:17][CH2:16][CH2:15][N:14]3[C:18](=[O:20])[CH3:19])=[N:10][CH:9]=2)=[CH:4][CH:3]=1.[B:21]1([B:21]2[O:25][C:24]([CH3:27])([CH3:26])[C:23]([CH3:29])([CH3:28])[O:22]2)[O:25][C:24]([CH3:27])([CH3:26])[C:23]([CH3:29])([CH3:28])[O:22]1.C([O-])(=O)C.[K+]. The catalyst class is: 77. Product: [CH3:28][C:23]1([CH3:29])[C:24]([CH3:27])([CH3:26])[O:25][B:21]([C:2]2[CH:7]=[CH:6][C:5]([C:8]3[NH:12][C:11]([C@@H:13]4[CH2:17][CH2:16][CH2:15][N:14]4[C:18](=[O:20])[CH3:19])=[N:10][CH:9]=3)=[CH:4][CH:3]=2)[O:22]1. (3) Product: [OH:20][CH:21]([CH2:59][CH3:60])[CH2:22][O:23][C@H:24]1[CH2:29][CH2:28][C@H:27]([N:30]2[C:35](=[O:36])[C:34]([CH2:37][C:38]3[CH:43]=[CH:42][C:41]([C:44]4[CH:49]=[CH:48][CH:47]=[CH:46][C:45]=4[C:50]4[NH:51][C:4](=[O:7])[O:5][N:3]=4)=[CH:40][CH:39]=3)=[C:33]([CH2:52][CH2:53][CH3:54])[N:32]3[N:55]=[C:56]([CH3:58])[N:57]=[C:31]23)[CH2:26][CH2:25]1. The catalyst class is: 69. Reactant: [Cl-].O[NH3+:3].[C:4](=[O:7])([O-])[OH:5].[Na+].CS(C)=O.[Si]([O:20][CH:21]([CH2:59][CH3:60])[CH2:22][O:23][C@H:24]1[CH2:29][CH2:28][C@H:27]([N:30]2[C:35](=[O:36])[C:34]([CH2:37][C:38]3[CH:43]=[CH:42][C:41]([C:44]4[C:45]([C:50]#[N:51])=[CH:46][CH:47]=[CH:48][CH:49]=4)=[CH:40][CH:39]=3)=[C:33]([CH2:52][CH2:53][CH3:54])[N:32]3[N:55]=[C:56]([CH3:58])[N:57]=[C:31]23)[CH2:26][CH2:25]1)(C(C)(C)C)(C)C. (4) Reactant: [CH2:1]([O:4][N:5]([C@@H:21]1[C:26]([C:27]([NH2:29])=[O:28])=[CH:25][C@@H:24]([CH2:30][O:31][Si:32]([C:35]([CH3:38])([CH3:37])[CH3:36])([CH3:34])[CH3:33])[NH:23][CH2:22]1)S(C1C=CC([N+]([O-])=O)=CC=1[N+]([O-])=O)(=O)=O)[CH:2]=[CH2:3].C(=O)([O-])[O-].[Cs+].[Cs+].C1(S)C=CC=CC=1. Product: [CH2:1]([O:4][NH:5][C@@H:21]1[C:26]([C:27]([NH2:29])=[O:28])=[CH:25][C@@H:24]([CH2:30][O:31][Si:32]([C:35]([CH3:38])([CH3:37])[CH3:36])([CH3:33])[CH3:34])[NH:23][CH2:22]1)[CH:2]=[CH2:3]. The catalyst class is: 1. (5) Reactant: Cl.[N:2]1([C:8]2([C:11]([OH:13])=O)[CH2:10][CH2:9]2)[CH2:7][CH2:6][O:5][CH2:4][CH2:3]1.CN(C=O)C.C(Cl)(=O)C(Cl)=O.[NH2:25][C:26]1[CH:27]=[C:28]([CH:44]=[CH:45][C:46]=1[O:47][C:48]([F:51])([F:50])[F:49])[C:29]([NH:31][C:32]1[CH:37]=[CH:36][C:35]([C:38]2[CH:43]=[CH:42][CH:41]=[CH:40][CH:39]=2)=[CH:34][CH:33]=1)=[O:30].C(N(CC)CC)C. Product: [C:35]1([C:38]2[CH:39]=[CH:40][CH:41]=[CH:42][CH:43]=2)[CH:34]=[CH:33][C:32]([NH:31][C:29](=[O:30])[C:28]2[CH:44]=[CH:45][C:46]([O:47][C:48]([F:51])([F:50])[F:49])=[C:26]([NH:25][C:11]([C:8]3([N:2]4[CH2:3][CH2:4][O:5][CH2:6][CH2:7]4)[CH2:9][CH2:10]3)=[O:13])[CH:27]=2)=[CH:37][CH:36]=1. The catalyst class is: 410. (6) Reactant: C(OC(=O)[NH:7][CH2:8][CH2:9][NH:10][C:11]1[C:12]([O:26][C:27]2[CH:32]=[CH:31][C:30]([O:33][CH3:34])=[CH:29][CH:28]=2)=[N:13][C:14]([O:17][C:18]2[CH:23]=[CH:22][C:21]([O:24][CH3:25])=[CH:20][CH:19]=2)=[N:15][CH:16]=1)(C)(C)C.C(O)(C(F)(F)F)=O. Product: [CH3:25][O:24][C:21]1[CH:22]=[CH:23][C:18]([O:17][C:14]2[N:13]=[C:12]([O:26][C:27]3[CH:32]=[CH:31][C:30]([O:33][CH3:34])=[CH:29][CH:28]=3)[C:11]([NH:10][CH2:9][CH2:8][NH2:7])=[CH:16][N:15]=2)=[CH:19][CH:20]=1. The catalyst class is: 2. (7) Reactant: [NH2:1][C:2]1[N:7]=[CH:6][N:5]=[C:4]([N:8]2[CH2:13][CH2:12][CH2:11][CH:10]([NH:14][C:15](=[O:20])[C:16]([F:19])([F:18])[F:17])[CH2:9]2)[CH:3]=1.[H-].[Na+].Cl[C:24]1[S:25][C:26]([C:29]#[N:30])=[CH:27][N:28]=1.Cl.C([O-])(O)=O.[Na+]. Product: [C:29]([C:26]1[S:25][C:24]([NH:1][C:2]2[N:7]=[CH:6][N:5]=[C:4]([N:8]3[CH2:13][CH2:12][CH2:11][CH:10]([NH:14][C:15](=[O:20])[C:16]([F:18])([F:17])[F:19])[CH2:9]3)[CH:3]=2)=[N:28][CH:27]=1)#[N:30]. The catalyst class is: 84.